Task: Regression. Given two drug SMILES strings and cell line genomic features, predict the synergy score measuring deviation from expected non-interaction effect.. Dataset: NCI-60 drug combinations with 297,098 pairs across 59 cell lines (1) Drug 1: CC12CCC(CC1=CCC3C2CCC4(C3CC=C4C5=CN=CC=C5)C)O. Drug 2: CC1=CC2C(CCC3(C2CCC3(C(=O)C)OC(=O)C)C)C4(C1=CC(=O)CC4)C. Cell line: KM12. Synergy scores: CSS=3.04, Synergy_ZIP=-4.77, Synergy_Bliss=-6.25, Synergy_Loewe=-19.5, Synergy_HSA=-8.03. (2) Drug 2: CC1C(C(CC(O1)OC2CC(CC3=C2C(=C4C(=C3O)C(=O)C5=C(C4=O)C(=CC=C5)OC)O)(C(=O)CO)O)N)O.Cl. Synergy scores: CSS=37.5, Synergy_ZIP=-2.66, Synergy_Bliss=-1.68, Synergy_Loewe=-14.2, Synergy_HSA=0.587. Cell line: DU-145. Drug 1: C1=NNC2=C1C(=O)NC=N2.